This data is from Peptide-MHC class I binding affinity with 185,985 pairs from IEDB/IMGT. The task is: Regression. Given a peptide amino acid sequence and an MHC pseudo amino acid sequence, predict their binding affinity value. This is MHC class I binding data. The peptide sequence is FMHSAAPIT. The MHC is HLA-A02:06 with pseudo-sequence HLA-A02:06. The binding affinity (normalized) is 0.0890.